From a dataset of Reaction yield outcomes from USPTO patents with 853,638 reactions. Predict the reaction yield, written as a fraction of the theoretical maximum amount of product (1.0 means a 100% yield; for example, 0.34 means a 34% yield). (1) The reactants are C(O[N:9]1[CH:14]=[CH:13][CH:12]=[CH:11][C:10]1=[O:15])C1C=CC=CC=1.Br[C:17]1[CH:18]=[CH:19][C:20]2[C:21]3[CH:33]4[N:29]([CH2:30][CH2:31][CH2:32]4)[CH2:28][CH2:27][C:22]=3[N:23]([CH3:26])[C:24]=2[CH:25]=1.BrC1C=C2C([C:39]3[CH2:51][CH2:50][N:49]4[CH:45]([CH2:46]CC4)[C:40]=3N2C)=CC=1.[ClH:52].[CH3:53][OH:54]. The catalyst is CCOCC. The product is [ClH:52].[ClH:52].[CH3:26][N:23]1[C:24]2[CH:25]=[C:17]([N:9]3[CH:14]=[CH:13][C:12]([O:54][CH2:53][C:51]4[CH:50]=[N:49][C:45]([CH3:46])=[CH:40][CH:39]=4)=[CH:11][C:10]3=[O:15])[CH:18]=[CH:19][C:20]=2[C:21]2[CH:33]3[N:29]([CH2:28][CH2:27][C:22]1=2)[CH2:30][CH2:31][CH2:32]3. The yield is 0.810. (2) The reactants are [C:1]([O:5][C:6]([N:8]1[C:17]2[C:12](=[CH:13][CH:14]=[C:15]([CH2:18][O:19]C(=O)C)[N:16]=2)[CH2:11][CH2:10][CH:9]1[CH3:23])=[O:7])([CH3:4])([CH3:3])[CH3:2].[OH-].[Na+]. The catalyst is CO. The product is [C:1]([O:5][C:6]([N:8]1[C:17]2[C:12](=[CH:13][CH:14]=[C:15]([CH2:18][OH:19])[N:16]=2)[CH2:11][CH2:10][CH:9]1[CH3:23])=[O:7])([CH3:4])([CH3:2])[CH3:3]. The yield is 0.450. (3) The reactants are [CH:1]([C:3]1[CH:4]=[C:5]([C:14]([O:16][CH2:17][CH3:18])=[O:15])[CH:6]=[C:7]([CH:13]=1)[C:8]([O:10][CH2:11][CH3:12])=[O:9])=[O:2].[CH3:19][Mg+].[Br-]. The catalyst is CCOCC. The product is [OH:2][CH:1]([C:3]1[CH:13]=[C:7]([C:8]([O:10][CH2:11][CH3:12])=[O:9])[CH:6]=[C:5]([CH:4]=1)[C:14]([O:16][CH2:17][CH3:18])=[O:15])[CH3:19]. The yield is 0.400.